This data is from Reaction yield outcomes from USPTO patents with 853,638 reactions. The task is: Predict the reaction yield, written as a fraction of the theoretical maximum amount of product (1.0 means a 100% yield; for example, 0.34 means a 34% yield). (1) The reactants are [Cl:1][C:2]1[CH:3]=[C:4]([NH:8][C:9](SC)=[C:10]([C:14]#[N:15])[C:11]([NH2:13])=O)[CH:5]=[CH:6][CH:7]=1.[OH2:18].[NH2:19][NH2:20]. The catalyst is C(O)C. The product is [NH2:13][C:11]1[NH:20][N:19]=[C:9]([NH:8][C:4]2[CH:5]=[CH:6][CH:7]=[C:2]([Cl:1])[CH:3]=2)[C:10]=1[C:14]([NH2:15])=[O:18]. The yield is 0.830. (2) The reactants are Br[CH:2]1[CH2:8][CH2:7][CH2:6][C:5]2[CH:9]=[C:10]([N:13]3[CH2:17][C@H:16]([CH2:18][NH:19][C:20](=[O:22])[CH3:21])[O:15][C:14]3=[O:23])[CH:11]=[CH:12][C:4]=2[C:3]1=O.[CH3:25][NH:26][C:27](=S)[NH:28][NH2:29]. The product is [CH3:25][NH:26][C:27]1[C:2]2[CH2:8][CH2:7][CH2:6][C:5]3[CH:9]=[C:10]([N:13]4[CH2:17][C@H:16]([CH2:18][NH:19][C:20](=[O:22])[CH3:21])[O:15][C:14]4=[O:23])[CH:11]=[CH:12][C:4]=3[C:3]=2[NH:29][N:28]=1. No catalyst specified. The yield is 0.0800. (3) The reactants are [F:1][C:2]1[CH:7]=[C:6]([I:8])[CH:5]=[CH:4][C:3]=1[N:9]1[C:14]([NH:15][CH3:16])=[CH:13][C:12](=[O:17])[N:11]([CH3:18])[C:10]1=[O:19].[CH3:20][CH:21]([C:25]([OH:27])=O)[C:22]([OH:24])=O. The catalyst is C(OC(=O)C)(=O)C. The product is [F:1][C:2]1[CH:7]=[C:6]([I:8])[CH:5]=[CH:4][C:3]=1[N:9]1[C:14]2[N:15]([CH3:16])[C:25](=[O:27])[C:21]([CH3:20])=[C:22]([OH:24])[C:13]=2[C:12](=[O:17])[N:11]([CH3:18])[C:10]1=[O:19]. The yield is 0.370. (4) The reactants are C(OC(=O)[NH:10][CH2:11][C:12]1[O:13][C:14]([C:17]2[CH:22]=[CH:21][CH:20]=[C:19]([NH:23][C:24]([N:26]3[C@@H:32]4[CH2:33][N:29]([CH2:30][CH2:31]4)[C:28]4[CH:34]=[CH:35][C:36]([C:38]5[CH:43]=[CH:42][CH:41]=[C:40]([C:44]([F:47])([F:46])[F:45])[CH:39]=5)=[N:37][C:27]3=4)=[O:25])[CH:18]=2)=[CH:15][N:16]=1)C1C=CC=CC=1. The catalyst is C(OC(=O)C)C. The product is [NH2:10][CH2:11][C:12]1[O:13][C:14]([C:17]2[CH:18]=[C:19]([NH:23][C:24]([N:26]3[C@@H:32]4[CH2:33][N:29]([CH2:30][CH2:31]4)[C:28]4[CH:34]=[CH:35][C:36]([C:38]5[CH:43]=[CH:42][CH:41]=[C:40]([C:44]([F:47])([F:46])[F:45])[CH:39]=5)=[N:37][C:27]3=4)=[O:25])[CH:20]=[CH:21][CH:22]=2)=[CH:15][N:16]=1. The yield is 1.00. (5) The reactants are Cl[C:2]1[NH:3][C:4]2[N:5]([N:12]=[CH:13][C:14]=2[C:15]#[N:16])[C:6](=[O:11])[C:7]=1[CH:8]([CH3:10])[CH3:9].[CH3:17][C:18]([N:27]1[CH:31]=[C:30](B2OC(C)(C)C(C)(C)O2)[CH:29]=[N:28]1)([CH3:26])[C:19]([O:21][C:22]([CH3:25])([CH3:24])[CH3:23])=[O:20].C([O-])([O-])=O.[Na+].[Na+].COCCOC.O. The catalyst is COCCOC.C1C=CC(P(C2C=CC=CC=2)[C-]2C=CC=C2)=CC=1.C1C=CC(P(C2C=CC=CC=2)[C-]2C=CC=C2)=CC=1.Cl[Pd]Cl.[Fe+2]. The product is [C:15]([C:14]1[CH:13]=[N:12][N:5]2[C:6](=[O:11])[C:7]([CH:8]([CH3:10])[CH3:9])=[C:2]([C:30]3[CH:29]=[N:28][N:27]([C:18]([CH3:26])([CH3:17])[C:19]([O:21][C:22]([CH3:25])([CH3:24])[CH3:23])=[O:20])[CH:31]=3)[NH:3][C:4]=12)#[N:16]. The yield is 0.440. (6) The reactants are [NH2:1][C:2]1[CH:7]=[CH:6][C:5]([Cl:8])=[CH:4][N:3]=1.[CH3:9][C:10]([CH3:15])([CH3:14])[C:11](Cl)=[O:12]. The catalyst is C(Cl)Cl. The product is [Cl:8][C:5]1[CH:6]=[CH:7][C:2]([NH:1][C:11](=[O:12])[C:10]([CH3:15])([CH3:14])[CH3:9])=[N:3][CH:4]=1. The yield is 0.990. (7) The reactants are [NH2:1][C:2]1[CH:7]=[CH:6][C:5]([C:8]2[N:9]=[C:10]3[N:14]([CH:15]=2)[C:13]2[CH:16]=[CH:17][C:18]([CH2:20][CH2:21][C:22]([O:24][CH2:25][CH3:26])=[O:23])=[CH:19][C:12]=2[S:11]3)=[CH:4][CH:3]=1.[C:27]([C:31]1[O:35][N:34]=[C:33]([N:36]=[C:37]=[O:38])[CH:32]=1)([CH3:30])([CH3:29])[CH3:28]. The catalyst is C1(C)C=CC=CC=1. The product is [C:27]([C:31]1[O:35][N:34]=[C:33]([NH:36][C:37]([NH:1][C:2]2[CH:3]=[CH:4][C:5]([C:8]3[N:9]=[C:10]4[N:14]([CH:15]=3)[C:13]3[CH:16]=[CH:17][C:18]([CH2:20][CH2:21][C:22]([O:24][CH2:25][CH3:26])=[O:23])=[CH:19][C:12]=3[S:11]4)=[CH:6][CH:7]=2)=[O:38])[CH:32]=1)([CH3:30])([CH3:28])[CH3:29]. The yield is 0.910.